Regression. Given a peptide amino acid sequence and an MHC pseudo amino acid sequence, predict their binding affinity value. This is MHC class I binding data. From a dataset of Peptide-MHC class I binding affinity with 185,985 pairs from IEDB/IMGT. (1) The peptide sequence is LVGGREWSY. The MHC is HLA-A69:01 with pseudo-sequence HLA-A69:01. The binding affinity (normalized) is 0.0847. (2) The peptide sequence is IILKALYML. The MHC is HLA-A26:01 with pseudo-sequence HLA-A26:01. The binding affinity (normalized) is 0.0847.